From a dataset of Reaction yield outcomes from USPTO patents with 853,638 reactions. Predict the reaction yield, written as a fraction of the theoretical maximum amount of product (1.0 means a 100% yield; for example, 0.34 means a 34% yield). (1) The catalyst is ClCCl. The yield is 0.820. The product is [Br:9][CH:2]1[C:3](=[O:7])[CH2:4][CH2:5][CH2:6][C:1]1=[O:8]. The reactants are [C:1]1(=[O:8])[CH2:6][CH2:5][CH2:4][C:3](=[O:7])[CH2:2]1.[Br:9]Br. (2) The reactants are [F:1][C:2]1[CH:8]=[CH:7][C:5]([NH2:6])=[CH:4][C:3]=1[N+:9]([O-:11])=[O:10].[C:12](OC(=O)C)(=[O:14])[CH3:13]. No catalyst specified. The product is [F:1][C:2]1[CH:8]=[CH:7][C:5]([NH:6][C:12](=[O:14])[CH3:13])=[CH:4][C:3]=1[N+:9]([O-:11])=[O:10]. The yield is 0.700. (3) The reactants are [H-].[Na+].[Br:3][C:4]1[CH:5]=[CH:6][C:7](=[O:10])[NH:8][CH:9]=1.[CH3:11]I. The catalyst is C1COCC1. The product is [Br:3][C:4]1[CH:5]=[CH:6][C:7](=[O:10])[N:8]([CH3:11])[CH:9]=1. The yield is 0.968. (4) The reactants are [F:1][C:2]1[C:11]([NH:12][S:13]([C:16]2[CH:21]=[CH:20][C:19]([NH:22]C(=O)C(F)(F)F)=[CH:18][C:17]=2[CH2:29][C:30]([O:32]C)=[O:31])(=[O:15])=[O:14])=[CH:10][C:5]2[B:6]([OH:9])[O:7][CH2:8][C:4]=2[CH:3]=1.[OH-].[Na+]. The catalyst is CO.O. The product is [NH2:22][C:19]1[CH:20]=[CH:21][C:16]([S:13](=[O:14])(=[O:15])[NH:12][C:11]2[C:2]([F:1])=[CH:3][C:4]3[CH2:8][O:7][B:6]([OH:9])[C:5]=3[CH:10]=2)=[C:17]([CH2:29][C:30]([OH:32])=[O:31])[CH:18]=1. The yield is 0.750. (5) The reactants are [H-].[Na+].[CH3:3][O:4][C:5]1[CH:10]=[C:9]([C:11]2[N:12]([CH3:18])[C:13]([NH:16][CH3:17])=[N:14][N:15]=2)[CH:8]=[CH:7][N:6]=1.CS(O[CH2:24][C:25]1[N:29]=[C:28]([C:30]2[CH:35]=[CH:34][CH:33]=[C:32]([C:36]#[N:37])[CH:31]=2)[O:27][N:26]=1)(=O)=O. The catalyst is CN(C=O)C. The product is [CH3:3][O:4][C:5]1[CH:10]=[C:9]([C:11]2[N:12]([CH3:18])[C:13]([N:16]([CH2:24][C:25]3[N:29]=[C:28]([C:30]4[CH:31]=[C:32]([CH:33]=[CH:34][CH:35]=4)[C:36]#[N:37])[O:27][N:26]=3)[CH3:17])=[N:14][N:15]=2)[CH:8]=[CH:7][N:6]=1. The yield is 0.423.